Dataset: Full USPTO retrosynthesis dataset with 1.9M reactions from patents (1976-2016). Task: Predict the reactants needed to synthesize the given product. (1) Given the product [CH2:16]([C:15]1[O:1][N:2]=[C:3]([N:5]2[CH2:10][CH2:9][CH:8]([CH2:11][CH2:12][CH2:13][OH:14])[CH2:7][CH2:6]2)[N:4]=1)[CH2:17][CH3:18], predict the reactants needed to synthesize it. The reactants are: [OH:1][NH:2][C:3]([N:5]1[CH2:10][CH2:9][CH:8]([CH2:11][CH2:12][CH2:13][OH:14])[CH2:7][CH2:6]1)=[NH:4].[C:15](O)(=O)[CH2:16][CH2:17][CH3:18]. (2) The reactants are: [Cl:1][S:2]([OH:5])(=O)=[O:3].[Br:6][C:7]1[CH:12]=[CH:11][C:10]([O:13][CH3:14])=[CH:9][CH:8]=1. Given the product [Br:6][C:7]1[CH:8]=[CH:9][C:10]([O:13][CH3:14])=[C:11]([S:2]([Cl:1])(=[O:5])=[O:3])[CH:12]=1, predict the reactants needed to synthesize it. (3) Given the product [F:1][C:2]([F:7])([F:6])[C:3]([OH:5])=[O:4].[CH2:41]([S:38]([N:35]1[CH2:36][CH2:37][CH:32]([C:23]2[C:22]3[C:26](=[C:27]([C:29]([NH2:31])=[O:30])[CH:28]=[C:20]([C:14]4[CH:15]=[CH:16][C:17]([O:18][CH3:19])=[C:12]([CH2:11][N:9]5[CH2:10][CH2:47][O:46][CH2:45][CH2:8]5)[CH:13]=4)[CH:21]=3)[NH:25][CH:24]=2)[CH2:33][CH2:34]1)(=[O:40])=[O:39])[CH3:42], predict the reactants needed to synthesize it. The reactants are: [F:1][C:2]([F:7])([F:6])[C:3]([OH:5])=[O:4].[CH3:8][N:9]([CH2:11][C:12]1[CH:13]=[C:14]([C:20]2[CH:21]=[C:22]3[C:26](=[C:27]([C:29]([NH2:31])=[O:30])[CH:28]=2)[NH:25][CH:24]=[C:23]3[CH:32]2[CH2:37][CH2:36][N:35]([S:38]([CH2:41][CH3:42])(=[O:40])=[O:39])[CH2:34][CH2:33]2)[CH:15]=[CH:16][C:17]=1[O:18][CH3:19])[CH3:10].N1C[CH2:47][O:46][CH2:45]C1.CNC. (4) Given the product [CH2:33]([O:1][C:2]1[CH:3]=[C:4]([CH2:8][NH:9][C:10]([C:12]2[CH:13]=[C:14]3[C:19](=[CH:20][CH:21]=2)[N:18]=[CH:17][CH:16]=[CH:15]3)=[O:11])[CH:5]=[CH:6][CH:7]=1)[CH2:32][C:31]#[CH:36], predict the reactants needed to synthesize it. The reactants are: [OH:1][C:2]1[CH:3]=[C:4]([CH2:8][NH:9][C:10]([C:12]2[CH:13]=[C:14]3[C:19](=[CH:20][CH:21]=2)[N:18]=[CH:17][CH:16]=[CH:15]3)=[O:11])[CH:5]=[CH:6][CH:7]=1.C(=O)([O-])[O-].[K+].[K+].C(#N)C.[C:31]1(C)[CH:36]=CC(S(O)(=O)=O)=[CH:33][CH:32]=1.CCC#C. (5) Given the product [CH2:25]([NH:21][C:20]1[C:19]2[C:14](=[CH:15][CH:16]=[C:17]([Br:22])[CH:18]=2)[N:13]=[C:12]2[N:8]([CH2:1][C:2]3[CH:7]=[CH:6][CH:5]=[CH:4][CH:3]=3)[CH2:9][CH2:10][C:11]=12)[CH:23]=[CH2:24], predict the reactants needed to synthesize it. The reactants are: [CH2:1]([N:8]1[C:12]2=[N:13][C:14]3[C:19]([C:20]([NH2:21])=[C:11]2[CH2:10][CH2:9]1)=[CH:18][C:17]([Br:22])=[CH:16][CH:15]=3)[C:2]1[CH:7]=[CH:6][CH:5]=[CH:4][CH:3]=1.[C:23](N=P1(N(CC)CC)N(C)C=CN1C)(C)([CH3:25])[CH3:24].C(Br)C=C.O. (6) Given the product [C:33]([N:17]1[CH2:18][CH2:19][C@H:20]([O:21][CH2:22][C:23]2[CH:24]=[CH:25][C:26]([C:29]([F:32])([F:30])[F:31])=[CH:27][CH:28]=2)[C@H:15]([CH:2]([C:9]2[CH:10]=[CH:11][CH:12]=[CH:13][CH:14]=2)[C:3]2[CH:4]=[CH:5][CH:6]=[CH:7][CH:8]=2)[CH2:16]1)(=[O:35])[CH3:34], predict the reactants needed to synthesize it. The reactants are: Cl.[CH:2]([C@H:15]1[C@@H:20]([O:21][CH2:22][C:23]2[CH:28]=[CH:27][C:26]([C:29]([F:32])([F:31])[F:30])=[CH:25][CH:24]=2)[CH2:19][CH2:18][NH:17][CH2:16]1)([C:9]1[CH:14]=[CH:13][CH:12]=[CH:11][CH:10]=1)[C:3]1[CH:8]=[CH:7][CH:6]=[CH:5][CH:4]=1.[C:33](O)(=[O:35])[CH3:34]. (7) Given the product [C:30]1([N:29]([C:23]2[CH:24]=[CH:25][CH:26]=[CH:27][CH:28]=2)[C:47]2[CH:46]=[CH:45][CH:44]=[C:43]([C:1]([CH3:22])([CH3:6])[CH3:2])[C:42]=2[C:41]([OH:40])=[O:49])[CH:31]=[CH:32][CH:33]=[CH:34][CH:35]=1, predict the reactants needed to synthesize it. The reactants are: [C:1]1([CH3:22])[CH:6]=CC=C[C:2]=1P([C:2]1C=CC=[CH:6][C:1]=1[CH3:22])[C:2]1C=CC=[CH:6][C:1]=1[CH3:22].[C:23]1([NH:29][C:30]2[CH:35]=[CH:34][CH:33]=[CH:32][CH:31]=2)[CH:28]=[CH:27][CH:26]=[CH:25][CH:24]=1.C([O:40][C:41](=[O:49])[C:42]1[CH:47]=[CH:46][CH:45]=[C:44](Br)[CH:43]=1)(C)(C)C.CC(C)([O-])C.[Na+]. (8) Given the product [C:1]1(=[O:28])[C:13]2[C:5]([C:6]3[C:11]([CH:12]=2)=[CH:10][CH:9]=[CH:8][CH:7]=3)=[CH:4][CH:3]=[CH:2]1, predict the reactants needed to synthesize it. The reactants are: [CH:1]1[C:13]2[C:12](=O)[C:11]3[C:6](=[CH:7][CH:8]=[CH:9][CH:10]=3)[C:5]=2[C:4](C(Cl)=O)=[CH:3][CH:2]=1.C(O)CCCCCCCCC[OH:28].C(N(CC)CC)C. (9) The reactants are: [N+](=[CH:3][Si](C)(C)C)=[N-].[F:8][C:9]1[CH:10]=[C:11]([NH:20][C:21]([C@@H:23]2[N:32]([C:33]([C@@H:35]3[CH2:38][C@H:37]([C:39]([OH:41])=[O:40])[CH2:36]3)=[O:34])[CH2:31][CH2:30][C:29]3[N:28]=[C:27]([O:42][CH3:43])[CH:26]=[CH:25][C:24]2=3)=[O:22])[CH:12]=[C:13]2[C:17]=1[C:16]([CH3:19])([CH3:18])[CH2:15][CH2:14]2.O.C(OCC)(=O)C. Given the product [F:8][C:9]1[CH:10]=[C:11]([NH:20][C:21]([C@@H:23]2[N:32]([C:33]([C@@H:35]3[CH2:38][C@H:37]([C:39]([O:41][CH3:3])=[O:40])[CH2:36]3)=[O:34])[CH2:31][CH2:30][C:29]3[N:28]=[C:27]([O:42][CH3:43])[CH:26]=[CH:25][C:24]2=3)=[O:22])[CH:12]=[C:13]2[C:17]=1[C:16]([CH3:18])([CH3:19])[CH2:15][CH2:14]2, predict the reactants needed to synthesize it. (10) Given the product [C:1]([O:5][C:6](=[O:25])[C:7]1[CH:12]=[C:11]([N:13]([S:20]([CH3:23])(=[O:22])=[O:21])[C:14]2[CH:19]=[CH:18][CH:17]=[CH:16][CH:15]=2)[CH:10]=[C:9]([C:55]#[C:54][C:52]([OH:56])([CH3:53])[CH3:51])[CH:8]=1)([CH3:4])([CH3:3])[CH3:2], predict the reactants needed to synthesize it. The reactants are: [C:1]([O:5][C:6](=[O:25])[C:7]1[CH:12]=[C:11]([N:13]([S:20]([CH3:23])(=[O:22])=[O:21])[C:14]2[CH:19]=[CH:18][CH:17]=[CH:16][CH:15]=2)[CH:10]=[C:9](Br)[CH:8]=1)([CH3:4])([CH3:3])[CH3:2].C([O-])([O-])=O.[K+].[K+].C1(P(C2C=CC=CC=2)C2C=CC=CC=2)C=CC=CC=1.[CH3:51][C:52]([OH:56])([C:54]#[CH:55])[CH3:53].